Dataset: Full USPTO retrosynthesis dataset with 1.9M reactions from patents (1976-2016). Task: Predict the reactants needed to synthesize the given product. (1) Given the product [CH:12]1([C:10]2[N:6]=[CH:5][NH:7][C:9]=2[CH3:15])[CH2:14][CH2:13]1, predict the reactants needed to synthesize it. The reactants are: C(O)(=O)C.[CH:5]([NH2:7])=[NH:6].Br[CH:9]([CH3:15])[C:10]([CH:12]1[CH2:14][CH2:13]1)=O.C(N(CC)CC)C. (2) Given the product [C:1]1(=[C:15]2[C:16](=[O:18])[O:17][C:12]([CH3:20])([CH3:11])[O:13][C:14]2=[O:19])[CH2:4][CH2:3][CH2:2]1, predict the reactants needed to synthesize it. The reactants are: [C:1]1(=O)[CH2:4][CH2:3][CH2:2]1.C([O-])(=O)C.[NH4+].[CH3:11][C:12]1([CH3:20])[O:17][C:16](=[O:18])[CH2:15][C:14](=[O:19])[O:13]1.C(O)(=O)C. (3) Given the product [Cl:1][C:2]1[N:11]([CH2:18][C:17]2[CH:20]=[CH:21][CH:22]=[CH:23][C:16]=2[Cl:15])[C:10]2[C:9](=[O:12])[N:7]([CH3:8])[C:6](=[O:13])[N:5]([CH3:14])[C:4]=2[N:3]=1, predict the reactants needed to synthesize it. The reactants are: [Cl:1][C:2]1[NH:11][C:10]2[C:9](=[O:12])[N:7]([CH3:8])[C:6](=[O:13])[N:5]([CH3:14])[C:4]=2[N:3]=1.[Cl:15][C:16]1[CH:23]=[CH:22][CH:21]=[CH:20][C:17]=1[CH2:18]Cl.